This data is from Forward reaction prediction with 1.9M reactions from USPTO patents (1976-2016). The task is: Predict the product of the given reaction. (1) Given the reactants [CH3:1][O:2][C:3](=[O:28])[C:4]1[CH:9]=[C:8]([O:10][CH3:11])[CH:7]=[CH:6][C:5]=1[NH:12][C:13]1[N:14]([C:21]2[CH:26]=[CH:25][CH:24]=[CH:23][C:22]=2[CH3:27])[N:15]=[C:16]([CH3:20])[C:17]=1[C:18]#[N:19].[OH-:29].[NH4+], predict the reaction product. The product is: [CH3:1][O:2][C:3](=[O:28])[C:4]1[CH:9]=[C:8]([O:10][CH3:11])[CH:7]=[CH:6][C:5]=1[NH:12][C:13]1[N:14]([C:21]2[CH:26]=[CH:25][CH:24]=[CH:23][C:22]=2[CH3:27])[N:15]=[C:16]([CH3:20])[C:17]=1[C:18](=[O:29])[NH2:19]. (2) Given the reactants [CH3:1][O:2][C:3]([CH:5]1[CH2:9][CH2:8][CH2:7][CH2:6]1)=[O:4].[Cl:10][CH2:11][CH2:12][CH2:13][CH2:14]Br, predict the reaction product. The product is: [CH3:1][O:2][C:3]([C:5]1([CH2:14][CH2:13][CH2:12][CH2:11][Cl:10])[CH2:9][CH2:8][CH2:7][CH2:6]1)=[O:4].